Dataset: Full USPTO retrosynthesis dataset with 1.9M reactions from patents (1976-2016). Task: Predict the reactants needed to synthesize the given product. Given the product [NH2:16][C:10]1[O:11][CH2:12][C:13]([F:15])([F:14])[C@@:8]2([C:17]3[C:5](=[CH:4][CH:3]=[C:2]([C:23]4[CH:24]=[N:25][CH:26]=[C:21]([CH:22]=4)[C:19]#[N:20])[CH:18]=3)[CH2:6][CH2:7]2)[N:9]=1, predict the reactants needed to synthesize it. The reactants are: Br[C:2]1[CH:18]=[C:17]2[C:5]([CH2:6][CH2:7][C@@:8]32[C:13]([F:15])([F:14])[CH2:12][O:11][C:10]([NH2:16])=[N:9]3)=[CH:4][CH:3]=1.[C:19]([C:21]1[CH:22]=[C:23](B(O)O)[CH:24]=[N:25][CH:26]=1)#[N:20].COCCOC.